This data is from Catalyst prediction with 721,799 reactions and 888 catalyst types from USPTO. The task is: Predict which catalyst facilitates the given reaction. Reactant: [Cl:1][C:2]1[CH:7]=[CH:6][C:5]([CH:8]([C:27]2[CH:32]=[CH:31][C:30]([Cl:33])=[CH:29][CH:28]=2)[C:9]2[CH:10]=[C:11]3[C:16](=[CH:17][CH:18]=2)[N:15]=[CH:14][N:13]=[C:12]3[NH:19][CH:20]2[CH2:25][CH2:24][C:23](=[O:26])[CH2:22][CH2:21]2)=[CH:4][CH:3]=1.Br[Mg][C:36]1[CH:41]=[CH:40][CH:39]=[CH:38][CH:37]=1. Product: [Cl:33][C:30]1[CH:29]=[CH:28][C:27]([CH:8]([C:5]2[CH:6]=[CH:7][C:2]([Cl:1])=[CH:3][CH:4]=2)[C:9]2[CH:10]=[C:11]3[C:16](=[CH:17][CH:18]=2)[N:15]=[CH:14][N:13]=[C:12]3[NH:19][CH:20]2[CH2:21][CH2:22][C:23]([C:36]3[CH:41]=[CH:40][CH:39]=[CH:38][CH:37]=3)([OH:26])[CH2:24][CH2:25]2)=[CH:32][CH:31]=1. The catalyst class is: 7.